From a dataset of Catalyst prediction with 721,799 reactions and 888 catalyst types from USPTO. Predict which catalyst facilitates the given reaction. (1) Reactant: [S:1]([CH2:5][CH2:6][CH2:7][N:8]([CH2:71][CH2:72][CH2:73][S:74]([O-:77])(=[O:76])=[O:75])[C:9]1[CH:10]=[C:11]2[C:15](=[CH:16][CH:17]=1)[N+:14]([CH2:18][CH2:19][CH2:20][S:21]([O-:24])(=[O:23])=[O:22])=[C:13]([CH:25]=[CH:26][C:27]1[CH2:32][CH2:31][CH2:30]/[C:29](=[CH:33]\[CH:34]=[C:35]3\[N:36]([CH2:54][CH2:55][CH2:56][CH2:57][CH2:58][C:59]([O-:61])=[O:60])[C:37]4[CH:38]=[CH:39][C:40]5[CH:49]=[C:48]([S:50]([O-:53])(=[O:52])=[O:51])[CH:47]=[CH:46][C:41]=5[C:42]=4[C:43]\3([CH3:45])[CH3:44])/[C:28]=1[C:62]1[CH:67]=[CH:66][CH:65]=[CH:64][C:63]=1[F:68])[C:12]2([CH3:70])[CH3:69])([O-:4])(=[O:3])=[O:2].[Na+:78].[Na+].[Na+].[Na+].[CH2:82]1[C:87](=[O:88])[N:86](OC(O[N:86]2[C:87](=[O:88])[CH2:82][CH2:83][C:84]2=[O:85])=O)[C:84](=[O:85])[CH2:83]1.C(N(CC)C(C)C)(C)C. Product: [O:85]=[C:84]1[CH2:83][CH2:82][C:87](=[O:88])[N:86]1[O:60][C:59](=[O:61])[CH2:58][CH2:57][CH2:56][CH2:55][CH2:54][N:36]1[C:37]2[CH:38]=[CH:39][C:40]3[CH:49]=[C:48]([S:50]([O-:53])(=[O:51])=[O:52])[CH:47]=[CH:46][C:41]=3[C:42]=2[C:43]([CH3:44])([CH3:45])/[C:35]/1=[CH:34]\[CH:33]=[C:29]1\[C:28]([C:62]2[CH:67]=[CH:66][CH:65]=[CH:64][C:63]=2[F:68])=[C:27]([CH:26]=[CH:25][C:13]2[C:12]([CH3:69])([CH3:70])[C:11]3[C:15](=[CH:16][CH:17]=[C:9]([N:8]([CH2:71][CH2:72][CH2:73][S:74]([O-:77])(=[O:76])=[O:75])[CH2:7][CH2:6][CH2:5][S:1]([O-:4])(=[O:3])=[O:2])[CH:10]=3)[N+:14]=2[CH2:18][CH2:19][CH2:20][S:21]([O-:24])(=[O:22])=[O:23])[CH2:32][CH2:31][CH2:30]\1.[Na+:78].[Na+:78].[Na+:78]. The catalyst class is: 16. (2) Reactant: [F:1][C:2]([F:16])([F:15])[C:3]([O:5][CH2:6][C:7]1[CH:12]=[C:11](Br)[CH:10]=[C:9]([CH3:14])[N:8]=1)=[O:4].[NH4+].[OH-].CCOC(C)=O.[CH3:25][N:26](C=O)C. Product: [F:1][C:2]([F:16])([F:15])[C:3]([O:5][CH2:6][C:7]1[CH:12]=[C:11]([C:25]#[N:26])[CH:10]=[C:9]([CH3:14])[N:8]=1)=[O:4]. The catalyst class is: 380. (3) Reactant: [C:1]1([CH3:15])[CH:6]=[CH:5][CH:4]=[C:3]([N:7]2[CH:11]=[N:10][C:9]([C:12]([OH:14])=O)=[N:8]2)[CH:2]=1.CN(C(ON1N=NC2C=CC=CC1=2)=[N+](C)C)C.[B-](F)(F)(F)F.CCN(C(C)C)C(C)C.[C:47]([O:51][C:52]([N:54]1[CH2:59][CH2:58][NH:57][CH2:56][CH:55]1[CH3:60])=[O:53])([CH3:50])([CH3:49])[CH3:48]. Product: [C:47]([O:51][C:52]([N:54]1[CH2:59][CH2:58][N:57]([C:12]([C:9]2[N:10]=[CH:11][N:7]([C:3]3[CH:2]=[C:1]([CH3:15])[CH:6]=[CH:5][CH:4]=3)[N:8]=2)=[O:14])[CH2:56][CH:55]1[CH3:60])=[O:53])([CH3:50])([CH3:48])[CH3:49]. The catalyst class is: 2. (4) Reactant: [F:1][C:2]1[C:7]([F:8])=[CH:6][C:5]([C:9]2[CH:14]=[CH:13][C:12]([O:15][CH2:16][C:17]3[CH:25]=[CH:24][CH:23]=[C:22]4[C:18]=3[CH:19]=[N:20][NH:21]4)=[CH:11][CH:10]=2)=[C:4]([O:26][CH3:27])[CH:3]=1.Br[CH:29]([CH3:35])[C:30]([O:32][CH2:33][CH3:34])=[O:31].C(=O)([O-])[O-].[Cs+].[Cs+].CCOC(C)=O. Product: [CH2:33]([O:32][C:30](=[O:31])[CH2:29][CH2:35][N:21]1[C:22]2[C:18](=[C:17]([CH2:16][O:15][C:12]3[CH:11]=[CH:10][C:9]([C:5]4[CH:6]=[C:7]([F:8])[C:2]([F:1])=[CH:3][C:4]=4[O:26][CH3:27])=[CH:14][CH:13]=3)[CH:25]=[CH:24][CH:23]=2)[CH:19]=[N:20]1)[CH3:34]. The catalyst class is: 18. (5) Reactant: [Cl:1][C:2]1[CH:7]=[CH:6][CH:5]=[C:4]([F:8])[C:3]=1[C:9]1[NH:13][C:12](=[O:14])[N:11]([C:15]2[CH:24]=[CH:23][C:18]([C:19](OC)=O)=[C:17]([O:25][CH3:26])[CH:16]=2)[N:10]=1.[CH3:27][C:28]1[CH:33]=[C:32]([NH2:34])[C:31]([NH2:35])=[C:30](C)[C:29]=1[CH3:37].[CH3:38][Al](C)C. Product: [Cl:1][C:2]1[CH:7]=[CH:6][CH:5]=[C:4]([F:8])[C:3]=1[C:9]1[NH:13][C:12](=[O:14])[N:11]([C:15]2[CH:24]=[CH:23][C:18]([C:19]3[N:35]([CH3:38])[C:31]4[CH:30]=[C:29]([CH3:37])[C:28]([CH3:27])=[CH:33][C:32]=4[N:34]=3)=[C:17]([O:25][CH3:26])[CH:16]=2)[N:10]=1. The catalyst class is: 11.